This data is from Full USPTO retrosynthesis dataset with 1.9M reactions from patents (1976-2016). The task is: Predict the reactants needed to synthesize the given product. (1) Given the product [Cl:1][C:2]1[CH:9]=[C:8]([F:10])[CH:7]=[CH:6][C:3]=1/[CH:4]=[CH:19]/[N+:16]([O-:18])=[O:17], predict the reactants needed to synthesize it. The reactants are: [Cl:1][C:2]1[CH:9]=[C:8]([F:10])[CH:7]=[CH:6][C:3]=1[CH:4]=O.C([O-])(=O)C.[NH4+].[N+:16]([CH3:19])([O-:18])=[O:17]. (2) Given the product [NH2:1][C:2]1[N:7]=[C:6]([C:8]2[O:9][CH:10]=[CH:11][CH:12]=2)[C:5]([C:13]#[N:14])=[C:4]([O:26][CH2:25][C:21]2[CH:20]=[C:19]([CH3:18])[CH:24]=[CH:23][N:22]=2)[N:3]=1, predict the reactants needed to synthesize it. The reactants are: [NH2:1][C:2]1[N:7]=[C:6]([C:8]2[O:9][CH:10]=[CH:11][CH:12]=2)[C:5]([C:13]#[N:14])=[C:4](S(C)=O)[N:3]=1.[CH3:18][C:19]1[CH:24]=[CH:23][N:22]=[C:21]([CH2:25][OH:26])[CH:20]=1.C1CCN2C(=NCCC2)CC1. (3) Given the product [F:34][C:2]([F:1])([F:33])[C:3]1[CH:4]=[C:5]([C@H:13]([O:15][C@H:16]2[O:24][CH2:23][C@@H:19]3[CH2:20][N:21]([S:43]([CH3:42])(=[O:45])=[O:44])[CH2:22][C@H:18]3[C@@H:17]2[C:25]2[CH:30]=[CH:29][C:28]([F:31])=[CH:27][C:26]=2[CH3:32])[CH3:14])[CH:6]=[C:7]([C:9]([F:12])([F:10])[F:11])[CH:8]=1, predict the reactants needed to synthesize it. The reactants are: [F:1][C:2]([F:34])([F:33])[C:3]1[CH:4]=[C:5]([C@H:13]([O:15][C@H:16]2[O:24][CH2:23][C@@H:19]3[CH2:20][NH:21][CH2:22][C@H:18]3[C@@H:17]2[C:25]2[CH:30]=[CH:29][C:28]([F:31])=[CH:27][C:26]=2[CH3:32])[CH3:14])[CH:6]=[C:7]([C:9]([F:12])([F:11])[F:10])[CH:8]=1.C(N(CC)CC)C.[CH3:42][S:43](Cl)(=[O:45])=[O:44]. (4) Given the product [Cl:1][C:2]1[CH:3]=[CH:4][C:5]([I:11])=[C:6]([CH:10]=1)[C:7]([N:12]([CH2:17][CH3:16])[CH2:13][CH3:14])=[O:8], predict the reactants needed to synthesize it. The reactants are: [Cl:1][C:2]1[CH:3]=[CH:4][C:5]([I:11])=[C:6]([CH:10]=1)[C:7](Cl)=[O:8].[N:12]1[CH:17]=[CH:16]C=[CH:14][CH:13]=1.O1CCCC1.C(NCC)C. (5) Given the product [CH3:1][N:2]([CH3:7])[CH2:3][C:4]([N:39]1[CH2:44][CH2:43][CH2:42][CH:41]([C:45]2[CH:50]=[CH:49][C:48]([C:51]3[O:52][C:53]4[C:59]([C:60]([NH2:62])=[O:61])=[CH:58][CH:57]=[CH:56][C:54]=4[N:55]=3)=[CH:47][CH:46]=2)[CH2:40]1)=[O:5], predict the reactants needed to synthesize it. The reactants are: [CH3:1][N:2]([CH3:7])[CH2:3][C:4](O)=[O:5].Cl.C(N=C=NCCCN(C)C)C.ON1C2C=CC=CC=2N=N1.C(N(C(C)C)CC)(C)C.[NH:39]1[CH2:44][CH2:43][CH2:42][CH:41]([C:45]2[CH:50]=[CH:49][C:48]([C:51]3[O:52][C:53]4[C:59]([C:60]([NH2:62])=[O:61])=[CH:58][CH:57]=[CH:56][C:54]=4[N:55]=3)=[CH:47][CH:46]=2)[CH2:40]1. (6) Given the product [Br:1][C:2]1[CH:7]=[C:6]([N:12]2[CH:16]=[C:15]([C:17]([O:19][CH3:20])=[O:18])[N:14]=[CH:13]2)[CH:5]=[C:4]([Br:9])[C:3]=1[O:10][CH3:11], predict the reactants needed to synthesize it. The reactants are: [Br:1][C:2]1[CH:7]=[C:6](I)[CH:5]=[C:4]([Br:9])[C:3]=1[O:10][CH3:11].[NH:12]1[CH:16]=[C:15]([C:17]([O:19][CH3:20])=[O:18])[N:14]=[CH:13]1.C(=O)([O-])[O-].[Cs+].[Cs+].